This data is from Full USPTO retrosynthesis dataset with 1.9M reactions from patents (1976-2016). The task is: Predict the reactants needed to synthesize the given product. (1) Given the product [CH2:4]=[C:3]1[C:6]2([CH2:10][CH2:9][CH2:8][CH2:7]2)[CH:11]2[CH2:1][CH:2]1[CH2:13][CH2:12]2, predict the reactants needed to synthesize it. The reactants are: [CH2:1]([Li])[CH2:2][CH2:3][CH3:4].[C:6]12(C(=O)C3C[CH:11]1[CH2:12][CH2:13]3)[CH2:10][CH2:9][CH2:8][CH2:7]2. (2) Given the product [F:12][C:9]([F:11])([F:10])[C:7]1[CH:6]=[C:5]([C@H:13]2[O:17][C:16](=[O:18])[N:15]([CH2:19][C:20]3[CH:25]=[C:24]([O:26][C:27]([F:29])([F:30])[F:28])[CH:23]=[CH:22][C:21]=3[N:31]([CH2:32][C@H:33]3[CH2:38][CH2:37][C@H:36]([CH2:39][C:40]([O:42][CH2:43][CH3:44])=[O:41])[CH2:35][CH2:34]3)[C:49]([O:51][CH3:52])=[O:50])[C@H:14]2[CH3:45])[CH:4]=[C:3]([C:2]([F:1])([F:46])[F:47])[CH:8]=1, predict the reactants needed to synthesize it. The reactants are: [F:1][C:2]([F:47])([F:46])[C:3]1[CH:4]=[C:5]([C@H:13]2[O:17][C:16](=[O:18])[N:15]([CH2:19][C:20]3[CH:25]=[C:24]([O:26][C:27]([F:30])([F:29])[F:28])[CH:23]=[CH:22][C:21]=3[NH:31][CH2:32][C@H:33]3[CH2:38][CH2:37][C@H:36]([CH2:39][C:40]([O:42][CH2:43][CH3:44])=[O:41])[CH2:35][CH2:34]3)[C@H:14]2[CH3:45])[CH:6]=[C:7]([C:9]([F:12])([F:11])[F:10])[CH:8]=1.Cl[C:49]([O:51][CH3:52])=[O:50].C(N(C(C)C)CC)(C)C. (3) Given the product [C:2]1([C:23]2[CH:28]=[CH:27][CH:26]=[CH:25][CH:24]=2)[CH:7]=[CH:6][C:5]([N:8]2[CH:12]=[N:11][C:10]([C:13]3[CH:14]=[C:15]([CH:20]=[CH:21][CH:22]=3)[C:16]([OH:18])=[O:17])=[N:9]2)=[CH:4][CH:3]=1, predict the reactants needed to synthesize it. The reactants are: Br[C:2]1[CH:7]=[CH:6][C:5]([N:8]2[CH:12]=[N:11][C:10]([C:13]3[CH:14]=[C:15]([CH:20]=[CH:21][CH:22]=3)[C:16]([O:18]C)=[O:17])=[N:9]2)=[CH:4][CH:3]=1.[C:23]1(B(O)O)[CH:28]=[CH:27][CH:26]=[CH:25][CH:24]=1.C(=O)([O-])[O-].[Na+].[Na+]. (4) Given the product [CH3:7][C:4]1[N:3]([C:8]2[CH:12]=[C:11]([CH:21]=[O:22])[N:10]([CH3:13])[N:9]=2)[C:2]([CH3:1])=[CH:6][CH:5]=1, predict the reactants needed to synthesize it. The reactants are: [CH3:1][C:2]1[N:3]([C:8]2[CH:12]=[CH:11][N:10]([CH3:13])[N:9]=2)[C:4]([CH3:7])=[CH:5][CH:6]=1.C([Li])CCC.CN(C)[CH:21]=[O:22].[Cl-].[NH4+]. (5) Given the product [F:10][C:6]1[CH:7]=[CH:8][CH:9]=[C:4]2[C:5]=1[N:11]=[C:12]([C:13]([O:15][CH2:16][CH3:17])=[O:14])[N:2]=[C:1]2[OH:3], predict the reactants needed to synthesize it. The reactants are: [C:1]([C:4]1[CH:9]=[CH:8][CH:7]=[C:6]([F:10])[C:5]=1[NH:11][C:12](=O)[C:13]([O:15][CH2:16][CH3:17])=[O:14])(=[O:3])[NH2:2].CC(C)([O-])C.[K+].[Na+].[Cl-].CC(O)=O. (6) The reactants are: [NH2:1][C:2]1[CH:3]=[C:4]([C:8]2[CH:16]=[CH:15][C:14]([C:17]([NH2:19])=[O:18])=[C:13]3[C:9]=2[CH:10]=[C:11]([CH2:20][CH2:21][O:22][CH2:23][CH3:24])[NH:12]3)[CH:5]=[CH:6][CH:7]=1.CCN(C(C)C)C(C)C.[C:34](Cl)(=[O:37])[CH:35]=[CH2:36]. Given the product [C:34]([NH:1][C:2]1[CH:3]=[C:4]([C:8]2[CH:16]=[CH:15][C:14]([C:17]([NH2:19])=[O:18])=[C:13]3[C:9]=2[CH:10]=[C:11]([CH2:20][CH2:21][O:22][CH2:23][CH3:24])[NH:12]3)[CH:5]=[CH:6][CH:7]=1)(=[O:37])[CH:35]=[CH2:36], predict the reactants needed to synthesize it. (7) Given the product [C:16]([C:18]1[CH:12]([C:9]2[CH:10]=[CH:11][C:2]([F:1])=[C:3]3[C:8]=2[O:7][C:6]([CH3:14])=[CH:5][C:4]3=[O:15])[C:25]([C:26]([O:28][CH2:29][CH2:30][CH3:31])=[O:27])=[C:24]([CH3:32])[NH:23][C:19]=1[CH3:20])#[N:17], predict the reactants needed to synthesize it. The reactants are: [F:1][C:2]1[CH:11]=[CH:10][C:9]([CH:12]=O)=[C:8]2[C:3]=1[C:4](=[O:15])[CH:5]=[C:6]([CH3:14])[O:7]2.[C:16]([CH:18]=[C:19]([O-])[CH3:20])#[N:17].[Na+].[NH2:23]/[C:24](/[CH3:32])=[CH:25]\[C:26]([O:28][CH2:29][CH2:30][CH3:31])=[O:27].C(O)(=O)C. (8) Given the product [Br:1][C:2]1[CH:3]=[CH:4][C:5]2[C:11]3[S:12][C:13]([C:15]4[N:17]([CH:18]([CH3:20])[CH3:19])[C:40](=[O:41])[NH:38][N:39]=4)=[CH:14][C:10]=3[CH2:9][CH2:8][O:7][C:6]=2[CH:21]=1, predict the reactants needed to synthesize it. The reactants are: [Br:1][C:2]1[CH:3]=[CH:4][C:5]2[C:11]3[S:12][C:13]([C:15]([NH:17][CH:18]([CH3:20])[CH3:19])=O)=[CH:14][C:10]=3[CH2:9][CH2:8][O:7][C:6]=2[CH:21]=1.C1(C)C=CC=CC=1.P(Cl)(Cl)(Cl)(Cl)Cl.C(Cl)Cl.[NH:38]([C:40](OC)=[O:41])[NH2:39].C(=O)([O-])[O-].[K+].[K+]. (9) Given the product [C:34]([O:37][CH2:38][C:39]([N:24]1[CH2:25][CH2:26][CH:21]([NH:20][C:18]([C:4]2[N:5]([CH3:17])[C:6]3[C:15]4[CH:14]=[CH:13][CH:12]=[CH:11][C:10]=4[NH:9][C:8](=[O:16])[C:7]=3[C:3]=2[O:2][CH3:1])=[O:19])[CH2:22][CH2:23]1)=[O:40])(=[O:36])[CH3:35], predict the reactants needed to synthesize it. The reactants are: [CH3:1][O:2][C:3]1[C:7]2[C:8](=[O:16])[NH:9][C:10]3[CH:11]=[CH:12][CH:13]=[CH:14][C:15]=3[C:6]=2[N:5]([CH3:17])[C:4]=1[C:18]([NH:20][CH:21]1[CH2:26][CH2:25][NH:24][CH2:23][CH2:22]1)=[O:19].C(N(CC)CC)C.[C:34]([O:37][CH2:38][C:39](Cl)=[O:40])(=[O:36])[CH3:35]. (10) Given the product [S:20]([C:23]1[CH:29]=[CH:28][C:26]([CH3:27])=[CH:25][CH:24]=1)([O:10][CH2:9][CH2:8][C:7]1[CH:6]=[CH:5][C:4]([N+:1]([O-:3])=[O:2])=[CH:12][CH:11]=1)(=[O:22])=[O:21], predict the reactants needed to synthesize it. The reactants are: [N+:1]([C:4]1[CH:12]=[CH:11][C:7]([CH2:8][CH2:9][OH:10])=[CH:6][CH:5]=1)([O-:3])=[O:2].C(N(CC)CC)C.[S:20](Cl)([C:23]1[CH:29]=[CH:28][C:26]([CH3:27])=[CH:25][CH:24]=1)(=[O:22])=[O:21].